From a dataset of TCR-epitope binding with 47,182 pairs between 192 epitopes and 23,139 TCRs. Binary Classification. Given a T-cell receptor sequence (or CDR3 region) and an epitope sequence, predict whether binding occurs between them. (1) The epitope is QIKVRVKMV. The TCR CDR3 sequence is CASSGGQGRTMNTEAFF. Result: 1 (the TCR binds to the epitope). (2) Result: 0 (the TCR does not bind to the epitope). The TCR CDR3 sequence is CASSFRTYEQYF. The epitope is FLASKIGRLV. (3) The epitope is ALSKGVHFV. The TCR CDR3 sequence is CASSLYVGVPDTQYF. Result: 1 (the TCR binds to the epitope). (4) The epitope is KAYNVTQAF. The TCR CDR3 sequence is CASSLRGNNEQFF. Result: 0 (the TCR does not bind to the epitope). (5) The epitope is SEVGPEHSLAEY. Result: 0 (the TCR does not bind to the epitope). The TCR CDR3 sequence is CASSQDLSLGQYF. (6) The epitope is YYRRATRRIR. The TCR CDR3 sequence is CASSQVTLPTGTQYF. Result: 0 (the TCR does not bind to the epitope). (7) The epitope is LLFGYPVYV. The TCR CDR3 sequence is CASSGTGSYNEQFF. Result: 0 (the TCR does not bind to the epitope). (8) The TCR CDR3 sequence is CASSLVGSPDTQYF. Result: 1 (the TCR binds to the epitope). The epitope is TPINLVRDL.